Task: Predict which catalyst facilitates the given reaction.. Dataset: Catalyst prediction with 721,799 reactions and 888 catalyst types from USPTO (1) Reactant: [CH2:1]([O:8][C:9]([N:11]1[CH2:16][CH2:15][CH:14]([C:17]([OH:19])=O)[CH2:13][CH:12]1[C:20]#[N:21])=[O:10])[C:2]1[CH:7]=[CH:6][CH:5]=[CH:4][CH:3]=1.CN(C(ON1N=NC2C=CC=NC1=2)=[N+](C)C)C.F[P-](F)(F)(F)(F)F.CCN(CC)CC.Cl.[Cl:54][C:55]1[C:56]([CH2:61][NH2:62])=[N:57][CH:58]=[CH:59][N:60]=1. Product: [Cl:54][C:55]1[C:56]([CH2:61][NH:62][C:17]([CH:14]2[CH2:15][CH2:16][N:11]([C:9]([O:8][CH2:1][C:2]3[CH:3]=[CH:4][CH:5]=[CH:6][CH:7]=3)=[O:10])[CH:12]([C:20]#[N:21])[CH2:13]2)=[O:19])=[N:57][CH:58]=[CH:59][N:60]=1. The catalyst class is: 2. (2) Reactant: Cl[C:2]1[CH:7]=[CH:6][N:5]=[C:4]([C:8]#[N:9])[CH:3]=1.[Cl:10][C:11]1[CH:28]=[CH:27][C:14]([C:15]([NH:17][CH2:18][CH2:19][C:20]2[CH:25]=[CH:24][CH:23]=[C:22]([OH:26])[CH:21]=2)=[O:16])=[CH:13][C:12]=1[C:29]([F:32])([F:31])[F:30].C([O-])([O-])=O.[Cs+].[Cs+]. Product: [Cl:10][C:11]1[CH:28]=[CH:27][C:14]([C:15]([NH:17][CH2:18][CH2:19][C:20]2[CH:25]=[CH:24][CH:23]=[C:22]([O:26][C:2]3[CH:7]=[CH:6][N:5]=[C:4]([C:8]#[N:9])[CH:3]=3)[CH:21]=2)=[O:16])=[CH:13][C:12]=1[C:29]([F:30])([F:31])[F:32]. The catalyst class is: 3.